This data is from Catalyst prediction with 721,799 reactions and 888 catalyst types from USPTO. The task is: Predict which catalyst facilitates the given reaction. (1) Reactant: [Br:1][C:2]1[CH:23]=[CH:22][C:21]([F:24])=[CH:20][C:3]=1[O:4][C:5]1[CH:10]=[CH:9][C:8]([C:11]2[CH:15]=[C:14]([C:16](OC)=[O:17])[O:13][N:12]=2)=[CH:7][CH:6]=1.[OH-].[NH4+:26]. Product: [Br:1][C:2]1[CH:23]=[CH:22][C:21]([F:24])=[CH:20][C:3]=1[O:4][C:5]1[CH:10]=[CH:9][C:8]([C:11]2[CH:15]=[C:14]([C:16]([NH2:26])=[O:17])[O:13][N:12]=2)=[CH:7][CH:6]=1. The catalyst class is: 36. (2) Reactant: [CH2:1]([O:3][C:4](=[O:27])[C:5]([O:8][C:9]1[CH:14]=[CH:13][C:12]([O:15][CH2:16][C:17]2[CH:22]=[CH:21][CH:20]=[CH:19][CH:18]=2)=[CH:11][C:10]=1CC(O)=O)([CH3:7])[CH3:6])[CH3:2].[Cl-].[NH4+].C(Cl)CCl.O.ON1[C:40]2C=CC=[CH:44][C:39]=2N=N1.C(N(C(C)C)C(C)C)C. Product: [CH2:1]([O:3][C:4](=[O:27])[C:5]([O:8][C:9]1[CH:14]=[CH:13][C:12]([O:15][CH2:16][C:17]2[CH:18]=[CH:19][CH:20]=[CH:21][CH:22]=2)=[CH:11][C:10]=1[CH2:44][CH:39]=[CH2:40])([CH3:6])[CH3:7])[CH3:2]. The catalyst class is: 3. (3) Reactant: C1(S([N:10]2[C:14]3=[N:15][CH:16]=[C:17]([CH:19]4[CH2:23][O:22][C:21]([CH3:25])([CH3:24])[O:20]4)[CH:18]=[C:13]3[CH:12]=[C:11]2[C:26]([C:33]2[CH:38]=[CH:37][C:36]([S:39]([CH3:42])(=[O:41])=[O:40])=[CH:35][CH:34]=2)=[CH:27][CH:28]2[CH2:32][CH2:31][CH2:30][CH2:29]2)(=O)=O)C=CC=CC=1.C(O)C.[OH-].[Na+].Cl. Product: [CH:28]1([CH:27]=[C:26]([C:11]2[NH:10][C:14]3=[N:15][CH:16]=[C:17]([CH:19]4[CH2:23][O:22][C:21]([CH3:24])([CH3:25])[O:20]4)[CH:18]=[C:13]3[CH:12]=2)[C:33]2[CH:38]=[CH:37][C:36]([S:39]([CH3:42])(=[O:41])=[O:40])=[CH:35][CH:34]=2)[CH2:32][CH2:31][CH2:30][CH2:29]1. The catalyst class is: 13. (4) Reactant: [C:1]([O:5][C:6]([CH3:9])([CH3:8])[CH3:7])(=[O:4])[NH:2][NH2:3].[C:10]1(=O)[O:15][C:13](=[O:14])[C:12]2=[CH:16][CH:17]=[CH:18][CH:19]=[C:11]12. Product: [C:6]([O:5][C:1](=[O:4])[NH:2][N:3]1[C:13](=[O:14])[C:12]2[C:11](=[CH:19][CH:18]=[CH:17][CH:16]=2)[C:10]1=[O:15])([CH3:9])([CH3:8])[CH3:7]. The catalyst class is: 22. (5) Reactant: [F:1][C:2]1[CH:29]=[CH:28][C:5]2[C:6]([CH:9]3[CH2:14][CH2:13][N:12]([CH:15]([CH3:27])[CH2:16][NH:17][C:18]4[CH:23]=[N:22][N:21]([CH3:24])[C:20](=[O:25])[C:19]=4Cl)[CH2:11][CH2:10]3)=N[O:8][C:4]=2[CH:3]=1.C[OH:31].[OH-].[Na+].[H][H]. Product: [F:1][C:2]1[CH:29]=[CH:28][C:5]([C:6]([CH:9]2[CH2:14][CH2:13][N:12]([CH:15]([CH3:27])[CH2:16][NH:17][C:18]3[CH:23]=[N:22][N:21]([CH3:24])[C:20](=[O:25])[CH:19]=3)[CH2:11][CH2:10]2)=[O:31])=[C:4]([OH:8])[CH:3]=1. The catalyst class is: 386. (6) Reactant: [CH2:1]([N:3]1[C:7]([CH2:8]O)=[CH:6][N:5]=[CH:4]1)[CH3:2].BrP(Br)Br.[CH3:14][C:15]1[N:20]=[C:19]([SH:21])[N:18]=[C:17]([OH:22])[CH:16]=1.C(N(CC)CC)C. Product: [CH2:1]([N:3]1[C:7]([CH2:8][S:21][C:19]2[N:18]=[C:17]([OH:22])[CH:16]=[C:15]([CH3:14])[N:20]=2)=[CH:6][N:5]=[CH:4]1)[CH3:2]. The catalyst class is: 4. (7) Reactant: Br[C:2]1[CH:3]=[C:4]2[C:9](=[CH:10][CH:11]=1)[O:8][C:7](=[O:12])[CH2:6][CH2:5]2.[F:13][C:14]([F:25])([F:24])[C:15]1[CH:20]=[CH:19][C:18](B(O)O)=[CH:17][CH:16]=1.C(=O)([O-])[O-:27].[K+].[K+]. Product: [OH:8][C:9]1[CH:10]=[CH:11][C:2]([C:18]2[CH:19]=[CH:20][C:15]([C:14]([F:24])([F:25])[F:13])=[CH:16][CH:17]=2)=[CH:3][C:4]=1[CH2:5][CH2:6][C:7]([OH:12])=[O:27]. The catalyst class is: 660. (8) Reactant: [Cl:1][C:2]1C=CC(CCC)=C[C:3]=1[C:4](OCC)=O.[H-].[CH2:17]([Al+]CC(C)C)[CH:18](C)[CH3:19].C([O-])(O)=O.[Na+].[CH2:31]1[CH2:35][O:34][CH2:33][CH2:32]1. Product: [Cl:1][C:2]1[CH:3]=[CH:4][CH:33]=[C:32]([CH2:17][CH2:18][CH3:19])[C:31]=1[CH2:35][OH:34]. The catalyst class is: 11. (9) Reactant: [F:1][C:2]([F:45])([F:44])[C:3]1[CH:4]=[C:5]([CH:41]=[CH:42][CH:43]=1)[CH2:6][NH:7][C:8]([C:10]1[CH:15]=[CH:14][N:13]=[C:12]([C:16]2[CH:21]=[C:20]([N:22]3[CH2:27][CH2:26][CH2:25][CH2:24][CH2:23]3)[CH:19]=[CH:18][C:17]=2[NH:28][C:29]([C:31]2[CH:32]=[C:33]([CH:38]=[CH:39][CH:40]=2)[C:34]([O:36]C)=[O:35])=[O:30])[CH:11]=1)=[O:9].O.[OH-].[Li+]. Product: [F:45][C:2]([F:1])([F:44])[C:3]1[CH:4]=[C:5]([CH:41]=[CH:42][CH:43]=1)[CH2:6][NH:7][C:8]([C:10]1[CH:15]=[CH:14][N:13]=[C:12]([C:16]2[CH:21]=[C:20]([N:22]3[CH2:23][CH2:24][CH2:25][CH2:26][CH2:27]3)[CH:19]=[CH:18][C:17]=2[NH:28][C:29]([C:31]2[CH:32]=[C:33]([CH:38]=[CH:39][CH:40]=2)[C:34]([OH:36])=[O:35])=[O:30])[CH:11]=1)=[O:9]. The catalyst class is: 30.